Dataset: Reaction yield outcomes from USPTO patents with 853,638 reactions. Task: Predict the reaction yield, written as a fraction of the theoretical maximum amount of product (1.0 means a 100% yield; for example, 0.34 means a 34% yield). The reactants are [Br:1][C:2]1[CH:3]=[C:4]([F:21])[C:5]([CH:8](C(OCC)=O)[C:9]([O:11][C:12](C)(C)[CH3:13])=[O:10])=[N:6][CH:7]=1.C(O)(C(F)(F)F)=O. The catalyst is C(Cl)Cl. The product is [Br:1][C:2]1[CH:3]=[C:4]([F:21])[C:5]([CH2:8][C:9]([O:11][CH2:12][CH3:13])=[O:10])=[N:6][CH:7]=1. The yield is 0.980.